Binary Classification. Given a miRNA mature sequence and a target amino acid sequence, predict their likelihood of interaction. From a dataset of Experimentally validated miRNA-target interactions with 360,000+ pairs, plus equal number of negative samples. The miRNA is hsa-miR-520g-5p with sequence UCUAGAGGAAGCACUUUCUGUUU. The protein sequence of the target gene is MSEEPKEKPAKPAHRKRKGKKSDANASYLRAARAGHLEKALDYIKNGVDVNICNQNGLNALHLASKEGHVEVVSELLQREANVDAATKKGNTALHIASLAGQAEVVKVLVTNGANVNAQSQNGFTPLYMAAQENHLEVVRFLLDNGASQSLATEDGFTPLAVALQQGHDQVVSLLLENDTKGKVRLPALHIAARKDDTKAAALLLQNDTNADVESKSGFTPLHIAAHYGNINVATLLLNRAAAVDFTARNDITPLHVASKRGNANMVKLLLDRGAKIDAKTRDGLTPLHCGARSGHEQVV.... Result: 0 (no interaction).